This data is from Full USPTO retrosynthesis dataset with 1.9M reactions from patents (1976-2016). The task is: Predict the reactants needed to synthesize the given product. (1) Given the product [N:25]1([C:22]2[N:20]3[CH:21]=[C:16]([O:12][C@@H:5]4[C:6]5[C:11](=[CH:10][CH:9]=[CH:8][CH:7]=5)[C@@H:2]([NH2:1])[CH2:3][CH2:4]4)[CH:17]=[CH:18][C:19]3=[N:24][N:23]=2)[CH2:26][CH2:27][CH2:28][CH2:29][CH2:30]1, predict the reactants needed to synthesize it. The reactants are: [NH2:1][C@@H:2]1[C:11]2[C:6](=[CH:7][CH:8]=[CH:9][CH:10]=2)[C@@H:5]([OH:12])[CH2:4][CH2:3]1.[H-].[Na+].F[C:16]1[CH:17]=[CH:18][C:19]2[N:20]([C:22]([N:25]3[CH2:30][CH2:29][CH2:28][CH2:27][CH2:26]3)=[N:23][N:24]=2)[CH:21]=1. (2) Given the product [CH3:17][S:12][C:10]1[O:11][C:7]2[CH:6]=[CH:5][C:4]([N+:1]([O-:3])=[O:2])=[CH:13][C:8]=2[N:9]=1, predict the reactants needed to synthesize it. The reactants are: [N+:1]([C:4]1[CH:5]=[CH:6][C:7]2[O:11][C:10](=[S:12])[NH:9][C:8]=2[CH:13]=1)([O-:3])=[O:2].[H-].[Na+].I[CH3:17]. (3) Given the product [CH3:13][CH2:12][CH2:11][CH:16]([CH3:21])[CH3:17].[CH3:25][CH2:1][O:2][C:3]([CH3:4])=[O:24].[CH3:1][O:2][C:3](=[O:24])[C:4]1[CH:9]=[CH:8][CH:7]=[C:6]([N:10]2[C:14]([CH3:15])=[CH:13][CH:12]=[C:11]2[C:16]2[CH:21]=[C:20]([Br:22])[CH:19]=[CH:18][C:17]=2[O:23][CH2:25][C:26]2[CH:31]=[CH:30][CH:29]=[CH:28][CH:27]=2)[N:5]=1, predict the reactants needed to synthesize it. The reactants are: [CH3:1][O:2][C:3](=[O:24])[C:4]1[CH:9]=[CH:8][CH:7]=[C:6]([N:10]2[C:14]([CH3:15])=[CH:13][CH:12]=[C:11]2[C:16]2[CH:21]=[C:20]([Br:22])[CH:19]=[CH:18][C:17]=2[OH:23])[N:5]=1.[CH2:25](Br)[C:26]1[CH:31]=[CH:30][CH:29]=[CH:28][CH:27]=1.C([O-])([O-])=O.[K+].[K+].O. (4) Given the product [CH2:1]([O:8][C:9]([N:11]1[CH2:16][CH2:15][CH:14]([NH:20][CH3:19])[CH2:13][CH2:12]1)=[O:10])[C:2]1[CH:7]=[CH:6][CH:5]=[CH:4][CH:3]=1, predict the reactants needed to synthesize it. The reactants are: [CH2:1]([O:8][C:9]([N:11]1[CH2:16][CH2:15][C:14](=O)[CH2:13][CH2:12]1)=[O:10])[C:2]1[CH:7]=[CH:6][CH:5]=[CH:4][CH:3]=1.Cl.[CH3:19][NH2:20].CC(O)=O.C([O-])(O)=O.[Na+]. (5) Given the product [C:28]([CH2:27][CH2:26][CH2:25][CH2:24][CH2:23][N+:7]1[C:8]2[C:4](=[CH:3][C:2]([F:1])=[CH:10][C:9]=2[F:11])[C:5]([CH2:13][CH2:14][CH2:15][CH2:16][S:17]([O-:20])(=[O:18])=[O:19])([CH3:21])[C:6]=1[CH3:12])([OH:30])=[O:29], predict the reactants needed to synthesize it. The reactants are: [F:1][C:2]1[CH:3]=[C:4]2[C:8](=[C:9]([F:11])[CH:10]=1)[N:7]=[C:6]([CH3:12])[C:5]2([CH3:21])[CH2:13][CH2:14][CH2:15][CH2:16][S:17]([OH:20])(=[O:19])=[O:18].Br[CH2:23][CH2:24][CH2:25][CH2:26][CH2:27][C:28]([OH:30])=[O:29]. (6) Given the product [Br:1][C:2]1[CH:3]=[C:4]([NH:9][C:10]2[C:11]3[CH:19]=[C:18]([NH:28][CH2:27][C:26]4[CH:29]=[CH:30][C:23]([O:22][CH3:21])=[CH:24][CH:25]=4)[N:17]=[CH:16][C:12]=3[N:13]=[CH:14][N:15]=2)[CH:5]=[CH:6][C:7]=1[F:8], predict the reactants needed to synthesize it. The reactants are: [Br:1][C:2]1[CH:3]=[C:4]([NH:9][C:10]2[C:11]3[CH:19]=[C:18](F)[N:17]=[CH:16][C:12]=3[N:13]=[CH:14][N:15]=2)[CH:5]=[CH:6][C:7]=1[F:8].[CH3:21][O:22][C:23]1[CH:30]=[CH:29][C:26]([CH2:27][NH2:28])=[CH:25][CH:24]=1.